Task: Predict the reactants needed to synthesize the given product.. Dataset: Full USPTO retrosynthesis dataset with 1.9M reactions from patents (1976-2016) Given the product [CH3:20][O:21][N:22]=[CH:23][C@@H:24]([F:49])[C@H:25]([O:39][CH2:40][C:41]1[CH:46]=[CH:45][C:44]([O:47][CH3:48])=[CH:43][CH:42]=1)[C@H:26]([O:38][C:3]1[CH:4]=[C:5]([Cl:9])[C:6]([Cl:8])=[CH:7][C:2]=1[Cl:1])[CH2:27][O:28][CH2:29][C:30]1[CH:35]=[CH:34][C:33]([O:36][CH3:37])=[CH:32][CH:31]=1, predict the reactants needed to synthesize it. The reactants are: [Cl:1][C:2]1[CH:7]=[C:6]([Cl:8])[C:5]([Cl:9])=[CH:4][C:3]=1S(Cl)(=O)=O.CN1C=CN=C1.[CH3:20][O:21][N:22]=[CH:23][C@@H:24]([F:49])[C@H:25]([O:39][CH2:40][C:41]1[CH:46]=[CH:45][C:44]([O:47][CH3:48])=[CH:43][CH:42]=1)[C@H:26]([OH:38])[CH2:27][O:28][CH2:29][C:30]1[CH:35]=[CH:34][C:33]([O:36][CH3:37])=[CH:32][CH:31]=1.C(=O)([O-])O.[Na+].